From a dataset of Full USPTO retrosynthesis dataset with 1.9M reactions from patents (1976-2016). Predict the reactants needed to synthesize the given product. (1) Given the product [CH2:1]([C:5]1[C:6](=[CH:32][CH:33]=[CH:42][C:41]2[C:40]([C:47]3[CH:52]=[CH:51][CH:50]=[CH:49][CH:48]=3)([C:43]([F:46])([F:44])[F:45])[O:39][C:38](=[C:53]([C:56]#[N:57])[C:54]#[N:55])[C:37]=2[C:35]#[N:36])[CH2:7][C:8]([CH3:30])([CH3:31])[CH2:9][C:10]=1[CH:11]=[CH:12][C:13]1[CH:18]=[CH:17][C:16]([N:19]([CH2:24][CH2:25][CH2:26][CH3:27])[CH2:20][CH2:21][CH2:22][CH3:23])=[CH:15][C:14]=1[O:28][CH3:29])[CH2:2][CH2:3][CH3:4], predict the reactants needed to synthesize it. The reactants are: [CH2:1]([C:5]1[C:6](=[CH:32][CH:33]=O)[CH2:7][C:8]([CH3:31])([CH3:30])[CH2:9][C:10]=1[CH:11]=[CH:12][C:13]1[CH:18]=[CH:17][C:16]([N:19]([CH2:24][CH2:25][CH2:26][CH3:27])[CH2:20][CH2:21][CH2:22][CH3:23])=[CH:15][C:14]=1[O:28][CH3:29])[CH2:2][CH2:3][CH3:4].[C:35]([C:37]1[C:38](=[C:53]([C:56]#[N:57])[C:54]#[N:55])[O:39][C:40]([C:47]2[CH:52]=[CH:51][CH:50]=[CH:49][CH:48]=2)([C:43]([F:46])([F:45])[F:44])[C:41]=1[CH3:42])#[N:36]. (2) Given the product [Cl:21][C:22]1[CH:23]=[C:24]([C:8]2[CH:9]=[C:10]3[C:5](=[CH:6][CH:7]=2)[C:4](=[O:19])[CH2:3][C:2]3([CH3:20])[CH3:1])[CH:25]=[CH:26][C:27]=1[Cl:28], predict the reactants needed to synthesize it. The reactants are: [CH3:1][C:2]1([CH3:20])[C:10]2[C:5](=[CH:6][CH:7]=[C:8](OS(C(F)(F)F)(=O)=O)[CH:9]=2)[C:4](=[O:19])[CH2:3]1.[Cl:21][C:22]1[CH:23]=[C:24](B(O)O)[CH:25]=[CH:26][C:27]=1[Cl:28]. (3) Given the product [CH3:1][O:2][C:3]([CH2:4][C:9]1[C:10](=[O:45])[NH:11][C:12](=[O:36])[N:13]([CH:35]=1)[C@@H:14]1[O:34][C@H:27]([CH2:28][OH:29])[C@@H:21]([OH:22])[C@H:15]1[OH:16])=[O:46], predict the reactants needed to synthesize it. The reactants are: [CH3:1][O:2][C:3](=[O:46])[CH:4]([C:9]1[C:10](=[O:45])[N:11](C(=O)C2C=CC=CC=2)[C:12](=[O:36])[N:13]([CH:35]=1)[C@@H:14]1[O:34][C@H:27]([CH2:28][O:29]OC(=O)C)[C@@H:21]([O:22]OC(=O)C)[C@H:15]1[O:16]OC(=O)C)C(OC)=O.C[O-].[Na+].C(=O)(O)[O-].[Na+]. (4) Given the product [ClH:1].[F:20][C:17]1[CH:16]=[CH:15][C:14]([C@H:13]2[C@@H:12]([C:21]3[CH:26]=[CH:25][C:24]([F:27])=[CH:23][CH:22]=3)[NH:11][C:10]([NH:28][CH2:29][C:30]3[CH:31]=[CH:32][CH:33]=[CH:34][CH:35]=3)=[N:9]2)=[CH:19][CH:18]=1, predict the reactants needed to synthesize it. The reactants are: [ClH:1].C(OC([N:9]1[C@H:13]([C:14]2[CH:19]=[CH:18][C:17]([F:20])=[CH:16][CH:15]=2)[C@H:12]([C:21]2[CH:26]=[CH:25][C:24]([F:27])=[CH:23][CH:22]=2)[N:11]=[C:10]1[NH:28][CH2:29][C:30]1[CH:35]=[CH:34][CH:33]=[CH:32][CH:31]=1)=O)(C)(C)C. (5) The reactants are: [F:1][C:2]1[CH:7]=[CH:6][C:5]([C:8]2[N:9]=[CH:10][O:11][C:12]=2[CH2:13][N:14]2[CH2:19][CH2:18][CH:17]([NH:20][C:21](=[O:23])[CH3:22])[CH2:16][CH2:15]2)=[CH:4][CH:3]=1.I[C:25]1[CH:26]=[C:27]([C:31]([F:34])([F:33])[F:32])[CH:28]=[CH:29][CH:30]=1.C1(P(C2C=CC=CC=2)C2C=CC=CC=2)C=CC=CC=1. Given the product [F:1][C:2]1[CH:7]=[CH:6][C:5]([C:8]2[N:9]=[C:10]([C:25]3[CH:30]=[CH:29][CH:28]=[C:27]([C:31]([F:34])([F:33])[F:32])[CH:26]=3)[O:11][C:12]=2[CH2:13][N:14]2[CH2:15][CH2:16][CH:17]([NH:20][C:21](=[O:23])[CH3:22])[CH2:18][CH2:19]2)=[CH:4][CH:3]=1, predict the reactants needed to synthesize it. (6) Given the product [C:1]1([CH2:7][CH2:8][CH2:9][CH2:10][C:11]([NH:13][C:14]2[CH:15]=[CH:16][C:17]([C:18]([NH:20][NH:21][C:33]([NH:32][C:27]3[CH:28]=[CH:29][C:30]([Cl:31])=[C:25]([Cl:24])[CH:26]=3)=[S:34])=[O:19])=[CH:22][CH:23]=2)=[O:12])[CH:6]=[CH:5][CH:4]=[CH:3][CH:2]=1, predict the reactants needed to synthesize it. The reactants are: [C:1]1([CH2:7][CH2:8][CH2:9][CH2:10][C:11]([NH:13][C:14]2[CH:23]=[CH:22][C:17]([C:18]([NH:20][NH2:21])=[O:19])=[CH:16][CH:15]=2)=[O:12])[CH:6]=[CH:5][CH:4]=[CH:3][CH:2]=1.[Cl:24][C:25]1[CH:26]=[C:27]([N:32]=[C:33]=[S:34])[CH:28]=[CH:29][C:30]=1[Cl:31]. (7) Given the product [CH3:23][O:24][C:25]1[N:20]=[CH:5][C:4]([B:6]([OH:15])[OH:7])=[CH:22][CH:21]=1, predict the reactants needed to synthesize it. The reactants are: [Li]CC[CH2:4][CH3:5].[B:6]([O:15]C(C)C)(OC(C)C)[O:7]C(C)C.Cl.[NH3:20].[CH2:21]1[CH2:25][O:24][CH2:23][CH2:22]1.